This data is from Reaction yield outcomes from USPTO patents with 853,638 reactions. The task is: Predict the reaction yield, written as a fraction of the theoretical maximum amount of product (1.0 means a 100% yield; for example, 0.34 means a 34% yield). (1) The reactants are [CH2:1]([NH:4][C:5]1[C:14]2[C:9](=[CH:10][CH:11]=[C:12]([N+:15]([O-:17])=[O:16])[CH:13]=2)[N:8]=[C:7]([NH2:18])[N:6]=1)[CH:2]=[CH2:3].[CH2:19]([N:22]=[C:23]=[O:24])[CH2:20][CH3:21].C(N(CC)CC)C.O. The catalyst is C1COCC1. The product is [CH2:1]([NH:4][C:5]1[C:14]2[C:9](=[CH:10][CH:11]=[C:12]([N+:15]([O-:17])=[O:16])[CH:13]=2)[N:8]=[C:7]([NH:18][C:23](=[O:24])[NH:22][CH2:19][CH2:20][CH3:21])[N:6]=1)[CH:2]=[CH2:3]. The yield is 0.805. (2) The reactants are [CH:1]1([N:4]2[C:13]3[C:8](=[CH:9][CH:10]=[CH:11][CH:12]=3)[NH:7][C:6](=O)[C:5]2=O)[CH2:3][CH2:2]1.B.O1CCCC1. The catalyst is O1CCCC1. The product is [CH:1]1([N:4]2[C:13]3[C:8](=[CH:9][CH:10]=[CH:11][CH:12]=3)[NH:7][CH2:6][CH2:5]2)[CH2:3][CH2:2]1. The yield is 0.490. (3) The reactants are [F:1][C:2]1[CH:17]=[CH:16][C:5]2[N:6]([CH2:11][C@H:12]([CH3:15])[CH2:13]I)[C:7](=[O:10])[CH2:8][O:9][C:4]=2[CH:3]=1.[CH2:18]([CH:22]1[CH2:28][CH:27]2[NH:29][CH:24]([CH2:25][CH2:26]2)[CH2:23]1)[CH2:19][CH2:20][CH3:21]. The catalyst is CC#N. The product is [CH2:18]([CH:22]1[CH2:23][CH:24]2[N:29]([CH2:13][C@@H:12]([CH3:15])[CH2:11][N:6]3[C:5]4[CH:16]=[CH:17][C:2]([F:1])=[CH:3][C:4]=4[O:9][CH2:8][C:7]3=[O:10])[CH:27]([CH2:26][CH2:25]2)[CH2:28]1)[CH2:19][CH2:20][CH3:21]. The yield is 0.330. (4) The reactants are [N:1]1([CH2:7][CH2:8][N:9]([CH2:21][CH2:22][CH3:23])[CH:10]2[CH2:19][CH2:18][C:17]3[C:16]([OH:20])=[CH:15][CH:14]=[CH:13][C:12]=3[CH2:11]2)[CH2:6][CH2:5][NH:4][CH2:3][CH2:2]1.[NH:24]1[C:32]2[C:27](=[CH:28][CH:29]=[CH:30][CH:31]=2)[C:26]([C:33](O)=[O:34])=[CH:25]1. No catalyst specified. The product is [OH:20][C:16]1[CH:15]=[CH:14][CH:13]=[C:12]2[C:17]=1[CH2:18][CH2:19][CH:10]([N:9]([CH2:21][CH2:22][CH3:23])[CH2:8][CH2:7][N:1]1[CH2:6][CH2:5][N:4]([C:33]([C:26]3[C:27]4[C:32](=[CH:31][CH:30]=[CH:29][CH:28]=4)[NH:24][CH:25]=3)=[O:34])[CH2:3][CH2:2]1)[CH2:11]2. The yield is 0.530. (5) The reactants are [F:1][C:2]1[CH:7]=[C:6]([S:8][CH3:9])[CH:5]=[CH:4][C:3]=1[C:10]1[N:11]=[CH:12][C:13]([OH:16])=[N:14][CH:15]=1.CS(O[CH2:22][CH:23]1[CH2:28][CH2:27][N:26]([C:29]2[O:33][N:32]=[C:31]([CH:34]([CH3:36])[CH3:35])[N:30]=2)[CH2:25][CH2:24]1)(=O)=O.C([O-])([O-])=O.[K+].[K+].O. The catalyst is CN(C=O)C. The product is [F:1][C:2]1[CH:7]=[C:6]([S:8][CH3:9])[CH:5]=[CH:4][C:3]=1[C:10]1[CH:15]=[N:14][C:13]([O:16][CH2:22][CH:23]2[CH2:28][CH2:27][N:26]([C:29]3[O:33][N:32]=[C:31]([CH:34]([CH3:36])[CH3:35])[N:30]=3)[CH2:25][CH2:24]2)=[CH:12][N:11]=1. The yield is 0.440.